Dataset: Peptide-MHC class II binding affinity with 134,281 pairs from IEDB. Task: Regression. Given a peptide amino acid sequence and an MHC pseudo amino acid sequence, predict their binding affinity value. This is MHC class II binding data. (1) The peptide sequence is AVPLRLLGGLHRMVL. The MHC is DRB1_0401 with pseudo-sequence DRB1_0401. The binding affinity (normalized) is 0.274. (2) The peptide sequence is TFGAASNKAFAEGLS. The MHC is DRB1_0405 with pseudo-sequence DRB1_0405. The binding affinity (normalized) is 0.336. (3) The binding affinity (normalized) is 0.120. The peptide sequence is HVKHFVINLIGDFEV. The MHC is HLA-DQA10102-DQB10602 with pseudo-sequence HLA-DQA10102-DQB10602. (4) The peptide sequence is NRQILDNAAKYVEHD. The MHC is DRB5_0101 with pseudo-sequence DRB5_0101. The binding affinity (normalized) is 0.258.